Dataset: CYP3A4 inhibition data for predicting drug metabolism from PubChem BioAssay. Task: Regression/Classification. Given a drug SMILES string, predict its absorption, distribution, metabolism, or excretion properties. Task type varies by dataset: regression for continuous measurements (e.g., permeability, clearance, half-life) or binary classification for categorical outcomes (e.g., BBB penetration, CYP inhibition). Dataset: cyp3a4_veith. (1) The compound is Cc1cc(NC(=O)C2CCCC2)n(-c2nc3ccccc3[nH]2)n1. The result is 1 (inhibitor). (2) The compound is CCCCOC(=O)Nc1ccccc1C(=O)OC. The result is 0 (non-inhibitor). (3) The drug is C[C@H](CCC(=O)O)[C@H]1CC[C@@H]2[C@@H]3CC[C@H]4C[C@@H](O)CC[C@@]4(C)[C@@H]3C[C@H](O)[C@]12C. The result is 0 (non-inhibitor). (4) The molecule is COC(=O)C1=C(C)C(c2ccc(OC)cc2)NC(=S)N1. The result is 0 (non-inhibitor). (5) The result is 0 (non-inhibitor). The molecule is COc1ccc(OC)c(/C=N/NC(=O)c2csc3ccccc23)c1.